This data is from Reaction yield outcomes from USPTO patents with 853,638 reactions. The task is: Predict the reaction yield, written as a fraction of the theoretical maximum amount of product (1.0 means a 100% yield; for example, 0.34 means a 34% yield). (1) The reactants are [CH3:1][O:2][CH2:3][CH2:4][O:5][C:6]1[CH:10]=[C:9]([C:11]([OH:13])=O)[N:8]([CH3:14])[N:7]=1.O1CCCC1.C(Cl)(=O)C(Cl)=O.[NH2:26][C:27]1[CH:28]=[C:29]([CH:46]=[CH:47][C:48]=1[F:49])[O:30][C:31]1[CH:32]=[CH:33][C:34]2[N:35]([CH:37]=[C:38]([NH:40][C:41]([CH:43]3[CH2:45][CH2:44]3)=[O:42])[N:39]=2)[N:36]=1. The catalyst is CN(C)C=O.CN1CCCC1=O. The product is [CH:43]1([C:41]([NH:40][C:38]2[N:39]=[C:34]3[CH:33]=[CH:32][C:31]([O:30][C:29]4[CH:46]=[CH:47][C:48]([F:49])=[C:27]([NH:26][C:11]([C:9]5[N:8]([CH3:14])[N:7]=[C:6]([O:5][CH2:4][CH2:3][O:2][CH3:1])[CH:10]=5)=[O:13])[CH:28]=4)=[N:36][N:35]3[CH:37]=2)=[O:42])[CH2:44][CH2:45]1. The yield is 0.500. (2) The reactants are [C:1]([O:5][C:6]([NH:8][C:9]1[CH:10]=[C:11]([CH3:34])[C:12]([O:15][C:16]2[CH:21]=[C:20]([O:22][CH2:23][CH2:24][O:25][CH3:26])[CH:19]=[CH:18][C:17]=2/[CH:27]=[CH:28]/[C:29]([O:31]CC)=[O:30])=[N:13][CH:14]=1)=[O:7])([CH3:4])([CH3:3])[CH3:2].[OH-].[Na+]. The catalyst is O1CCCC1.C(O)C. The product is [C:1]([O:5][C:6]([NH:8][C:9]1[CH:10]=[C:11]([CH3:34])[C:12]([O:15][C:16]2[CH:21]=[C:20]([O:22][CH2:23][CH2:24][O:25][CH3:26])[CH:19]=[CH:18][C:17]=2/[CH:27]=[CH:28]/[C:29]([OH:31])=[O:30])=[N:13][CH:14]=1)=[O:7])([CH3:4])([CH3:3])[CH3:2]. The yield is 0.990. (3) The reactants are [C:1]1(=[O:15])[N:5]([CH2:6][C:7](=[O:9])[CH3:8])[C:4](=[O:10])[C:3]2=[CH:11][CH:12]=[CH:13][CH:14]=[C:2]12.NC(N)=O.[Br:20]Br. The catalyst is CO. The product is [Br:20][CH2:8][C:7](=[O:9])[CH2:6][N:5]1[C:4](=[O:10])[C:3]2[C:2](=[CH:14][CH:13]=[CH:12][CH:11]=2)[C:1]1=[O:15]. The yield is 0.0300. (4) The reactants are [CH:1]([N:4]1[CH2:9][CH2:8][NH:7][CH2:6][CH2:5]1)([CH3:3])[CH3:2].[CH3:10][N:11]([CH3:16])[CH:12]=[CH:13][CH:14]=[O:15].C=O.[C:19](O)(=O)C. The catalyst is C(O)C. The product is [CH3:10][N:11]([CH3:16])/[CH:12]=[C:13](\[CH2:19][N:7]1[CH2:8][CH2:9][N:4]([CH:1]([CH3:3])[CH3:2])[CH2:5][CH2:6]1)/[CH:14]=[O:15]. The yield is 0.900. (5) The reactants are [CH3:1][O:2][C:3]1[CH:4]=[C:5]([CH:8]=[CH:9][C:10]=1[O:11][CH2:12][CH2:13][N:14]1[CH2:19][CH2:18][O:17][CH2:16][CH2:15]1)[CH:6]=O.[I-].[NH:21]1[C:29]2[C:24](=[CH:25][CH:26]=[CH:27][CH:28]=2)[C:23]([CH2:30][P+](C2C=CC=CC=2)(C2C=CC=CC=2)C2C=CC=CC=2)=[N:22]1.C(=O)([O-])[O-].[K+].[K+].C(OCC)(=O)C.[ClH:62]. No catalyst specified. The product is [ClH:62].[CH3:1][O:2][C:3]1[CH:4]=[C:5](/[CH:6]=[CH:30]/[C:23]2[C:24]3[C:29](=[CH:28][CH:27]=[CH:26][CH:25]=3)[NH:21][N:22]=2)[CH:8]=[CH:9][C:10]=1[O:11][CH2:12][CH2:13][N:14]1[CH2:19][CH2:18][O:17][CH2:16][CH2:15]1. The yield is 0.370. (6) The reactants are [NH2:1][C:2]1[C:3]([C:25](OCC)=[O:26])=[N:4][C:5]([NH:17][C:18]2[CH:23]=[CH:22][CH:21]=[CH:20][C:19]=2[OH:24])=[N:6][C:7]=1[NH:8][C:9]1[CH:14]=[CH:13][CH:12]=[CH:11][C:10]=1[O:15][CH3:16].OC1C=CC=CC=1[NH:37]C1N=C(C(OCC)=O)C([N+]([O-])=O)=C(NC2C=CC=CC=2OC)N=1.[CH2:61]([OH:63])C. The catalyst is [Pd]. The product is [OH:24][C:19]1[CH:20]=[CH:21][CH:22]=[CH:23][C:18]=1[NH:17][C:5]1[N:6]=[C:7]2[C:2]([NH:1][C:61](=[O:63])[N:8]2[C:9]2[CH:14]=[CH:13][CH:12]=[CH:11][C:10]=2[O:15][CH3:16])=[C:3]([C:25]([NH2:37])=[O:26])[N:4]=1. The yield is 0.810. (7) The reactants are [CH2:1]([O:3][C:4]1[CH:5]=[C:6]2[C:11](=[CH:12][C:13]=1[O:14][CH2:15][CH3:16])[N:10]=[CH:9][NH:8][C:7]2=O)[CH3:2].P(Cl)(Cl)([Cl:20])=O. No catalyst specified. The product is [Cl:20][C:7]1[C:6]2[C:11](=[CH:12][C:13]([O:14][CH2:15][CH3:16])=[C:4]([O:3][CH2:1][CH3:2])[CH:5]=2)[N:10]=[CH:9][N:8]=1. The yield is 0.880. (8) The reactants are [NH2:1][C:2]1[CH:7]=[CH:6][C:5]([N:8]2[C:12]([CH2:13][CH2:14][CH3:15])=[C:11]([C:16]([NH:18][CH:19]3[CH2:21][CH2:20]3)=[O:17])[N:10]=[N:9]2)=[CH:4][CH:3]=1.[CH2:22]([N:24]=[C:25]=[O:26])[CH3:23]. The catalyst is CN(C1C=CN=CC=1)C.ClCCl. The product is [CH:19]1([NH:18][C:16]([C:11]2[N:10]=[N:9][N:8]([C:5]3[CH:6]=[CH:7][C:2]([NH:1][C:25]([NH:24][CH2:22][CH3:23])=[O:26])=[CH:3][CH:4]=3)[C:12]=2[CH2:13][CH2:14][CH3:15])=[O:17])[CH2:20][CH2:21]1. The yield is 0.490. (9) The reactants are [Br:1][C:2]1[CH:7]=[CH:6][C:5]([F:8])=[CH:4][C:3]=1I.N#N.[CH3:12][CH2:13][OH:14].[Li][CH:16](CC)C.C1CCCCC1.B(F)(F)F.C(OCC)C. The catalyst is C1COCC1. The product is [Br:1][C:2]1[CH:7]=[CH:6][C:5]([F:8])=[CH:4][C:3]=1[CH2:12][C@H:13]([OH:14])[CH3:16]. The yield is 0.350. (10) The reactants are [NH2:1][C:2](=[O:42])[CH2:3][C:4]1[CH:41]=[CH:40][CH:39]=[CH:38][C:5]=1[CH2:6][CH2:7][C:8]1[C:13]([C:14]([F:17])([F:16])[F:15])=[CH:12][N:11]=[C:10]([NH:18][C:19]2[CH:24]=[CH:23][C:22]([CH:25]3[CH2:30][CH2:29][CH2:28][CH2:27][N:26]3C(OC(C)(C)C)=O)=[CH:21][CH:20]=2)[N:9]=1.FC(F)(F)C(O)=O. The catalyst is C(Cl)Cl. The product is [NH:26]1[CH2:27][CH2:28][CH2:29][CH2:30][CH:25]1[C:22]1[CH:23]=[CH:24][C:19]([NH:18][C:10]2[N:9]=[C:8]([CH2:7][CH2:6][C:5]3[CH:38]=[CH:39][CH:40]=[CH:41][C:4]=3[CH2:3][C:2]([NH2:1])=[O:42])[C:13]([C:14]([F:17])([F:15])[F:16])=[CH:12][N:11]=2)=[CH:20][CH:21]=1. The yield is 0.890.